From a dataset of Catalyst prediction with 721,799 reactions and 888 catalyst types from USPTO. Predict which catalyst facilitates the given reaction. Reactant: [CH2:1]([O:3][C:4]1[CH:5]=[C:6]([N:10]2[CH:14]=[C:13]([C:15]([O:17]CC)=[O:16])[N:12]=[C:11]2[C:20]2[CH:25]=[CH:24][C:23]([CH3:26])=[CH:22][C:21]=2[F:27])[CH:7]=[CH:8][CH:9]=1)[CH3:2].C(=O)(O)[O-].[Na+].BrCC(=O)C(OCC)=O. Product: [CH2:1]([O:3][C:4]1[CH:5]=[C:6]([N:10]2[CH:14]=[C:13]([C:15]([OH:17])=[O:16])[N:12]=[C:11]2[C:20]2[CH:25]=[CH:24][C:23]([CH3:26])=[CH:22][C:21]=2[F:27])[CH:7]=[CH:8][CH:9]=1)[CH3:2]. The catalyst class is: 12.